From a dataset of NCI-60 drug combinations with 297,098 pairs across 59 cell lines. Regression. Given two drug SMILES strings and cell line genomic features, predict the synergy score measuring deviation from expected non-interaction effect. (1) Drug 1: COC1=C(C=C2C(=C1)N=CN=C2NC3=CC(=C(C=C3)F)Cl)OCCCN4CCOCC4. Drug 2: COCCOC1=C(C=C2C(=C1)C(=NC=N2)NC3=CC=CC(=C3)C#C)OCCOC.Cl. Cell line: SK-MEL-5. Synergy scores: CSS=44.6, Synergy_ZIP=-2.65, Synergy_Bliss=2.43, Synergy_Loewe=3.22, Synergy_HSA=4.79. (2) Synergy scores: CSS=-0.536, Synergy_ZIP=-2.43, Synergy_Bliss=-0.691, Synergy_Loewe=-18.0, Synergy_HSA=-1.13. Cell line: NCIH23. Drug 1: CC(C1=C(C=CC(=C1Cl)F)Cl)OC2=C(N=CC(=C2)C3=CN(N=C3)C4CCNCC4)N. Drug 2: C1CN(P(=O)(OC1)NCCCl)CCCl. (3) Drug 1: CCC1(CC2CC(C3=C(CCN(C2)C1)C4=CC=CC=C4N3)(C5=C(C=C6C(=C5)C78CCN9C7C(C=CC9)(C(C(C8N6C)(C(=O)OC)O)OC(=O)C)CC)OC)C(=O)OC)O.OS(=O)(=O)O. Drug 2: CCC1(C2=C(COC1=O)C(=O)N3CC4=CC5=C(C=CC(=C5CN(C)C)O)N=C4C3=C2)O.Cl. Cell line: NCI-H460. Synergy scores: CSS=63.6, Synergy_ZIP=-0.509, Synergy_Bliss=-8.60, Synergy_Loewe=-14.6, Synergy_HSA=-6.85. (4) Drug 1: CCC1=CC2CC(C3=C(CN(C2)C1)C4=CC=CC=C4N3)(C5=C(C=C6C(=C5)C78CCN9C7C(C=CC9)(C(C(C8N6C)(C(=O)OC)O)OC(=O)C)CC)OC)C(=O)OC.C(C(C(=O)O)O)(C(=O)O)O. Drug 2: C1=NNC2=C1C(=O)NC=N2. Cell line: PC-3. Synergy scores: CSS=32.9, Synergy_ZIP=-0.389, Synergy_Bliss=1.57, Synergy_Loewe=-19.0, Synergy_HSA=1.85.